The task is: Predict the product of the given reaction.. This data is from Forward reaction prediction with 1.9M reactions from USPTO patents (1976-2016). (1) The product is: [CH2:5]([N:7]1[C:12](=[O:13])[CH:11]=[C:10]([N:14]2[CH2:15][CH2:16][O:17][CH2:18][CH2:19]2)[N:9]=[C:8]1[CH2:20][C:21]([NH:31][C:30]1[CH:32]=[CH:33][C:27]([F:26])=[CH:28][CH:29]=1)=[O:23])[CH3:6]. Given the reactants C[Al](C)C.[CH2:5]([N:7]1[C:12](=[O:13])[CH:11]=[C:10]([N:14]2[CH2:19][CH2:18][O:17][CH2:16][CH2:15]2)[N:9]=[C:8]1[CH2:20][C:21]([O:23]CC)=O)[CH3:6].[F:26][C:27]1[CH:33]=[CH:32][C:30]([NH2:31])=[CH:29][CH:28]=1.S([O-])([O-])(=O)=O.[K+].[K+], predict the reaction product. (2) Given the reactants [C:1]([NH2:5])([CH3:4])([CH3:3])[CH3:2].[CH2:6]([O:8][C:9]([CH2:11][S:12](Cl)(=[O:14])=[O:13])=[O:10])[CH3:7], predict the reaction product. The product is: [CH2:6]([O:8][C:9](=[O:10])[CH2:11][S:12](=[O:14])(=[O:13])[NH:5][C:1]([CH3:4])([CH3:3])[CH3:2])[CH3:7]. (3) Given the reactants Br[C:2]1[CH:20]=[CH:19][C:5]2[CH:6]=[C:7]([C:14]([O:16][CH2:17][CH3:18])=[O:15])[CH2:8][C:9]3[N:10]([CH2:11][CH2:12][N:13]=3)[C:4]=2[CH:3]=1.[N:21]1([C:26]([C:28]2[CH:33]=[CH:32][C:31](B(O)O)=[CH:30][CH:29]=2)=[O:27])[CH2:25][CH2:24][CH2:23][CH2:22]1.C([O-])([O-])=O.[Cs+].[Cs+].O, predict the reaction product. The product is: [N:21]1([C:26]([C:28]2[CH:33]=[CH:32][C:31]([C:2]3[CH:20]=[CH:19][C:5]4[CH:6]=[C:7]([C:14]([O:16][CH2:17][CH3:18])=[O:15])[CH2:8][C:9]5[N:10]([CH2:11][CH2:12][N:13]=5)[C:4]=4[CH:3]=3)=[CH:30][CH:29]=2)=[O:27])[CH2:22][CH2:23][CH2:24][CH2:25]1.